This data is from Catalyst prediction with 721,799 reactions and 888 catalyst types from USPTO. The task is: Predict which catalyst facilitates the given reaction. (1) Reactant: [Br:1][C:2]1[CH:7]=[CH:6][C:5]([NH:8][C:9](=[O:18])[C:10]2[CH:15]=[C:14]([NH2:16])[CH:13]=[CH:12][C:11]=2[F:17])=[CH:4][CH:3]=1.[Cl:19][C:20]1[CH:28]=[CH:27][C:26]([CH2:29][NH:30][C:31]([C:33]([CH3:36])([CH3:35])[CH3:34])=[O:32])=[CH:25][C:21]=1[C:22](O)=[O:23].C1COCC1. Product: [F:17][C:11]1[CH:12]=[CH:13][C:14]([NH:16][C:22](=[O:23])[C:21]2[CH:25]=[C:26]([CH2:29][NH:30][C:31]([C:33]([CH3:34])([CH3:36])[CH3:35])=[O:32])[CH:27]=[CH:28][C:20]=2[Cl:19])=[CH:15][C:10]=1[C:9]([NH:8][C:5]1[CH:4]=[CH:3][C:2]([Br:1])=[CH:7][CH:6]=1)=[O:18]. The catalyst class is: 3. (2) Reactant: [CH3:1][O:2][C:3](=[O:17])[C@@H:4]([O:14][CH2:15][CH3:16])[CH2:5][C:6]1[CH:11]=[CH:10][C:9]([OH:12])=[CH:8][C:7]=1[CH3:13].Cl[CH2:19][C:20]1[N:21]=[C:22]([C:26]2[CH:31]=[CH:30][CH:29]=[CH:28][C:27]=2[CH3:32])[O:23][C:24]=1[CH3:25].C(=O)([O-])[O-].[Cs+].[Cs+].[I-].[K+]. Product: [CH3:1][O:2][C:3](=[O:17])[C@@H:4]([O:14][CH2:15][CH3:16])[CH2:5][C:6]1[CH:11]=[CH:10][C:9]([O:12][CH2:19][C:20]2[N:21]=[C:22]([C:26]3[CH:31]=[CH:30][CH:29]=[CH:28][C:27]=3[CH3:32])[O:23][C:24]=2[CH3:25])=[CH:8][C:7]=1[CH3:13]. The catalyst class is: 21. (3) The catalyst class is: 8. Reactant: [F:1][C:2]1[CH:3]=[C:4]([CH2:13][CH2:14][C:15]([O:17][CH2:18][CH3:19])=[O:16])[CH:5]=[C:6]([F:12])[C:7]=1[O:8]COC.Cl.O. Product: [F:1][C:2]1[CH:3]=[C:4]([CH2:13][CH2:14][C:15]([O:17][CH2:18][CH3:19])=[O:16])[CH:5]=[C:6]([F:12])[C:7]=1[OH:8]. (4) Reactant: [NH2:1][C:2]1[CH:7]=[C:6]([O:8][C:9]2[CH:14]=[CH:13][C:12]([N+:15]([O-:17])=[O:16])=[CH:11][C:10]=2[F:18])[N:5]=[CH:4][N:3]=1.C(N(CC)CC)C.Cl[C:27](OC1C=CC=CC=1)=[O:28].[N:36]1([CH:42]2[CH2:47][CH2:46][NH:45][CH2:44][CH2:43]2)[CH2:41][CH2:40][CH2:39][CH2:38][CH2:37]1. Product: [N+:15]([C:12]1[CH:13]=[CH:14][C:9]([O:8][C:6]2[N:5]=[CH:4][N:3]=[C:2]([NH:1][C:27]([N:45]3[CH2:46][CH2:47][CH:42]([N:36]4[CH2:41][CH2:40][CH2:39][CH2:38][CH2:37]4)[CH2:43][CH2:44]3)=[O:28])[CH:7]=2)=[C:10]([F:18])[CH:11]=1)([O-:17])=[O:16]. The catalyst class is: 213. (5) Reactant: [BH4-].[Na+].[C:3]([O:7][C:8]([NH:10][C@@H:11]1[CH:16]([C:17]2[CH:22]=[C:21]([F:23])[CH:20]=[CH:19][C:18]=2[F:24])[S:15][CH2:14][C@H:13]([N:25]2[CH2:32][C:31]3[C:27](=[N:28][N:29]([CH2:33][C:34](OC)=[O:35])[CH:30]=3)[CH2:26]2)[CH2:12]1)=[O:9])([CH3:6])([CH3:5])[CH3:4].Cl. Product: [F:24][C:18]1[CH:19]=[CH:20][C:21]([F:23])=[CH:22][C:17]=1[CH:16]1[C@@H:11]([NH:10][C:8](=[O:9])[O:7][C:3]([CH3:4])([CH3:5])[CH3:6])[CH2:12][C@@H:13]([N:25]2[CH2:32][C:31]3[C:27](=[N:28][N:29]([CH2:33][CH2:34][OH:35])[CH:30]=3)[CH2:26]2)[CH2:14][S:15]1. The catalyst class is: 5. (6) Reactant: [OH:1][C@H:2]([CH2:28][OH:29])[CH2:3][O:4][C:5]1[CH:6]=[CH:7][C:8]2[C:20](=[O:21])[C:19]3[C:18]4[C:13](=[C:14]([OH:24])[C:15]([C:22]#[N:23])=[CH:16][CH:17]=4)[NH:12][C:11]=3[C:10]([CH3:26])([CH3:25])[C:9]=2[CH:27]=1.[CH3:30][Si](C=[N+]=[N-])(C)C.C(N(C(C)C)CC)(C)C. Product: [OH:1][C@H:2]([CH2:28][OH:29])[CH2:3][O:4][C:5]1[CH:6]=[CH:7][C:8]2[C:20](=[O:21])[C:19]3[C:18]4[C:13](=[C:14]([O:24][CH3:30])[C:15]([C:22]#[N:23])=[CH:16][CH:17]=4)[NH:12][C:11]=3[C:10]([CH3:26])([CH3:25])[C:9]=2[CH:27]=1. The catalyst class is: 254.